This data is from Forward reaction prediction with 1.9M reactions from USPTO patents (1976-2016). The task is: Predict the product of the given reaction. (1) Given the reactants [Cl:1][C:2]1[CH:3]=[C:4]2[C:9](=[CH:10][CH:11]=1)[CH:8]=[C:7]([S:12]([N:15]1[CH2:20][CH2:19][N:18]([C:21](=[O:36])[C:22]3[CH:27]=[CH:26][C:25]([C:28]4[CH:33]=[CH:32][N:31]=[CH:30][CH:29]=4)=[C:24]([O:34]C)[CH:23]=3)[CH2:17][CH2:16]1)(=[O:14])=[O:13])[CH:6]=[CH:5]2.O.C(=O)(O)[O-].[Na+].Cl.C(O)C, predict the reaction product. The product is: [ClH:1].[Cl:1][C:2]1[CH:3]=[C:4]2[C:9](=[CH:10][CH:11]=1)[CH:8]=[C:7]([S:12]([N:15]1[CH2:20][CH2:19][N:18]([C:21](=[O:36])[C:22]3[CH:27]=[CH:26][C:25]([C:28]4[CH:33]=[CH:32][N:31]=[CH:30][CH:29]=4)=[C:24]([OH:34])[CH:23]=3)[CH2:17][CH2:16]1)(=[O:13])=[O:14])[CH:6]=[CH:5]2. (2) The product is: [F:1][C:2]1[CH:3]=[CH:4][C:5]([CH2:6][O:7][C:8]2[CH:13]=[CH:12][N:11]([C:14]3[CH:19]=[CH:18][C:17]([O:20][CH2:26][C:27]([O:29][CH3:30])=[O:28])=[C:16]([CH2:21][CH3:31])[CH:15]=3)[C:10](=[O:22])[CH:9]=2)=[CH:23][CH:24]=1. Given the reactants [F:1][C:2]1[CH:24]=[CH:23][C:5]([CH2:6][O:7][C:8]2[CH:13]=[CH:12][N:11]([C:14]3[CH:19]=[CH:18][C:17]([OH:20])=[C:16]([CH3:21])[CH:15]=3)[C:10](=[O:22])[CH:9]=2)=[CH:4][CH:3]=1.Br[CH2:26][C:27]([O:29][CH3:30])=[O:28].[C:31]([O-])([O-])=O.[K+].[K+], predict the reaction product. (3) Given the reactants [C:1]1([C:14]2[CH:23]=[CH:22][CH:21]=[CH:20][C:15]=2[C:16]([O:18][CH3:19])=[O:17])[C:13]2[NH:12][C:11]3[C:6](=[CH:7][CH:8]=[CH:9][CH:10]=3)[C:5]=2[CH:4]=[CH:3][CH:2]=1.C1C(=O)N([Br:31])C(=O)C1.O, predict the reaction product. The product is: [Br:31][C:3]1[CH:2]=[C:1]([C:14]2[CH:23]=[CH:22][CH:21]=[CH:20][C:15]=2[C:16]([O:18][CH3:19])=[O:17])[C:13]2[NH:12][C:11]3[C:6]([C:5]=2[CH:4]=1)=[CH:7][CH:8]=[CH:9][CH:10]=3. (4) Given the reactants C(OC([N:8]1[CH2:13][CH2:12][CH:11]([NH:14][C:15]2[N:20]=[C:19]([NH2:21])[C:18]([C:22](=[O:31])[C:23]3[CH:28]=[CH:27][CH:26]=[CH:25][C:24]=3[O:29][CH3:30])=[CH:17][N:16]=2)[CH2:10][CH2:9]1)=O)(C)(C)C.FC(F)(F)C(O)=O, predict the reaction product. The product is: [NH2:21][C:19]1[C:18]([C:22]([C:23]2[CH:28]=[CH:27][CH:26]=[CH:25][C:24]=2[O:29][CH3:30])=[O:31])=[CH:17][N:16]=[C:15]([NH:14][CH:11]2[CH2:12][CH2:13][NH:8][CH2:9][CH2:10]2)[N:20]=1. (5) Given the reactants I[C:2]1[CH:7]=[CH:6][C:5]([C:8]([N:10]2[CH2:14][CH2:13][CH2:12][CH2:11]2)=[O:9])=[CH:4][CH:3]=1.[F:15][C:16]([F:27])([F:26])[C:17]1[C:18]2[CH2:25][CH2:24][O:23][CH2:22][C:19]=2[NH:20][N:21]=1, predict the reaction product. The product is: [N:10]1([C:8]([C:5]2[CH:6]=[CH:7][C:2]([N:20]3[C:19]4[CH2:22][O:23][CH2:24][CH2:25][C:18]=4[C:17]([C:16]([F:26])([F:27])[F:15])=[N:21]3)=[CH:3][CH:4]=2)=[O:9])[CH2:14][CH2:13][CH2:12][CH2:11]1. (6) The product is: [Cl:1][C:2]1[N:3]=[C:4]2[CH:9]=[CH:8][C:7]([F:10])=[CH:6][N:5]2[C:11]=1[C:38]1[N:43]=[C:42]([CH3:44])[N:41]=[C:40]([N:45]([CH2:46][C:47]2[CH:48]=[CH:49][C:50]([O:53][CH3:54])=[CH:51][CH:52]=2)[CH2:55][C:56]2[CH:57]=[CH:58][C:59]([O:62][CH3:63])=[CH:60][CH:61]=2)[N:39]=1. Given the reactants [Cl:1][C:2]1[N:3]=[C:4]2[CH:9]=[CH:8][C:7]([F:10])=[CH:6][N:5]2[CH:11]=1.C1(P(C2C=CC=CC=2)C2C=CC=CC=2)C=CC=CC=1.C(=O)([O-])[O-].[K+].[K+].Cl[C:38]1[N:43]=[C:42]([CH3:44])[N:41]=[C:40]([N:45]([CH2:55][C:56]2[CH:61]=[CH:60][C:59]([O:62][CH3:63])=[CH:58][CH:57]=2)[CH2:46][C:47]2[CH:52]=[CH:51][C:50]([O:53][CH3:54])=[CH:49][CH:48]=2)[N:39]=1, predict the reaction product. (7) Given the reactants [C:1]([O:5][C:6]([NH:8][C@@H:9]([CH3:13])[C:10]([OH:12])=O)=[O:7])([CH3:4])([CH3:3])[CH3:2].C(N(C(C)C)C(C)C)C.Cl.[CH3:24][O:25][NH:26][CH3:27], predict the reaction product. The product is: [CH3:24][O:25][N:26]([CH3:27])[C:10](=[O:12])[C@@H:9]([NH:8][C:6](=[O:7])[O:5][C:1]([CH3:2])([CH3:3])[CH3:4])[CH3:13]. (8) Given the reactants [S:1]=[C:2]1[N:13]([CH2:14][CH2:15][CH2:16][C:17]([OH:19])=[O:18])[C:12]2[C:4](=[CH:5][C:6]3[O:7][CH:8]=[CH:9][C:10]=3[N:11]=2)[S:3]1.[N+:20]([C:23]1[CH:28]=[CH:27][CH:26]=[CH:25][CH:24]=1)([O-:22])=[O:21].CCCCCC.O, predict the reaction product. The product is: [N+:20]([C:23]1[CH:28]=[CH:27][C:26]([C:8]2[O:7][C:6]3[CH:5]=[C:4]4[C:12]([N:13]([CH2:14][CH2:15][CH2:16][C:17]([OH:19])=[O:18])[C:2](=[S:1])[S:3]4)=[N:11][C:10]=3[CH:9]=2)=[CH:25][CH:24]=1)([O-:22])=[O:21]. (9) Given the reactants [F:1][C:2]([F:20])([F:19])[CH2:3][CH:4]([NH:8][S:9]([C:12]1[CH:17]=[CH:16][C:15]([CH3:18])=[CH:14][CH:13]=1)(=[O:11])=[O:10])[C:5]([OH:7])=[O:6].I[CH3:22].[OH-].[Na+], predict the reaction product. The product is: [CH3:22][N:8]([CH:4]([CH2:3][C:2]([F:1])([F:19])[F:20])[C:5]([OH:7])=[O:6])[S:9]([C:12]1[CH:17]=[CH:16][C:15]([CH3:18])=[CH:14][CH:13]=1)(=[O:11])=[O:10].